The task is: Predict the product of the given reaction.. This data is from Forward reaction prediction with 1.9M reactions from USPTO patents (1976-2016). Given the reactants [S:1]1[CH:5]=[CH:4][C:3]([CH:6]([CH2:13][CH3:14])[C:7](=[O:12])[CH2:8][C:9](=O)[CH3:10])=[CH:2]1.C1C=CC=CC=1.O.C1(C)C=CC(S(O)(=O)=O)=CC=1, predict the reaction product. The product is: [CH2:13]([C:6]1[C:3]2[CH:4]=[CH:5][S:1][C:2]=2[C:9]([CH3:10])=[CH:8][C:7]=1[OH:12])[CH3:14].